This data is from Full USPTO retrosynthesis dataset with 1.9M reactions from patents (1976-2016). The task is: Predict the reactants needed to synthesize the given product. (1) Given the product [CH:39]1([NH:38][N:29]2[C:30]3[C:35](=[CH:34][CH:33]=[CH:32][CH:31]=3)[C:36]([OH:37])=[C:27]([C:22]3[NH:21][C:20]4[CH:44]=[CH:45][C:17]([NH:16][S:2](=[O:4])(=[O:3])[NH:5][C:6]([O:15][CH2:8][C:9]5[CH:14]=[CH:13][CH:12]=[CH:11][CH:10]=5)=[O:7])=[CH:18][C:19]=4[S:24](=[O:26])(=[O:25])[N:23]=3)[C:28]2=[O:43])[CH2:40][CH2:41][CH2:42]1, predict the reactants needed to synthesize it. The reactants are: Cl[S:2]([N:5]=[C:6]=[O:7])(=[O:4])=[O:3].[CH2:8]([OH:15])[C:9]1[CH:14]=[CH:13][CH:12]=[CH:11][CH:10]=1.[NH2:16][C:17]1[CH:45]=[CH:44][C:20]2[NH:21][C:22]([C:27]3[C:28](=[O:43])[N:29]([NH:38][CH:39]4[CH2:42][CH2:41][CH2:40]4)[C:30]4[C:35]([C:36]=3[OH:37])=[CH:34][CH:33]=[CH:32][CH:31]=4)=[N:23][S:24](=[O:26])(=[O:25])[C:19]=2[CH:18]=1.C(N(CC)CC)C. (2) Given the product [CH3:25][S:23][C:21](=[O:22])[NH:15][C:8]1[CH:9]=[C:10]2[C:14](=[C:6]([C:5]3[S:1][C:2]4[CH:19]=[CH:18][CH:17]=[CH:16][C:3]=4[CH:4]=3)[CH:7]=1)[NH:13][N:12]=[CH:11]2, predict the reactants needed to synthesize it. The reactants are: [S:1]1[C:5]([C:6]2[CH:7]=[C:8]([NH2:15])[CH:9]=[C:10]3[C:14]=2[NH:13][N:12]=[CH:11]3)=[CH:4][C:3]2[CH:16]=[CH:17][CH:18]=[CH:19][C:2]1=2.Cl[C:21]([O:23]C)=[S:22].[CH2:25](N(CC)CC)C.